This data is from Catalyst prediction with 721,799 reactions and 888 catalyst types from USPTO. The task is: Predict which catalyst facilitates the given reaction. Product: [F:36][C:35]([F:37])([F:38])[CH2:34][CH:33]([NH:39][C:40](=[O:56])[O:41][CH2:42][CH:43]1[C:44]2[CH:45]=[CH:46][CH:47]=[CH:48][C:49]=2[C:50]2[C:55]1=[CH:54][CH:53]=[CH:52][CH:51]=2)[C:32]([NH:23][C@@:15]([C:4]1[CH:5]=[C:6]([O:8][C:9]([F:14])([F:13])[CH:10]([F:12])[F:11])[CH:7]=[C:2]([F:1])[CH:3]=1)([C:24]1[CH:29]=[CH:28][C:27]([F:30])=[CH:26][CH:25]=1)[CH2:16][C:17]1[CH:22]=[CH:21][CH:20]=[CH:19][CH:18]=1)=[O:57]. The catalyst class is: 2. Reactant: [F:1][C:2]1[CH:3]=[C:4]([C@@:15]([C:24]2[CH:29]=[CH:28][C:27]([F:30])=[CH:26][CH:25]=2)([NH2:23])[CH2:16][C:17]2[CH:22]=[CH:21][CH:20]=[CH:19][CH:18]=2)[CH:5]=[C:6]([O:8][C:9]([F:14])([F:13])[CH:10]([F:12])[F:11])[CH:7]=1.N[C:32](=[O:57])[CH:33]([NH:39][C:40](=[O:56])[O:41][CH2:42][CH:43]1[C:55]2[CH:54]=[CH:53][CH:52]=[CH:51][C:50]=2[C:49]2[C:44]1=[CH:45][CH:46]=[CH:47][CH:48]=2)[CH2:34][C:35]([F:38])([F:37])[F:36].C1CN([P+](Br)(N2CCCC2)N2CCCC2)CC1.F[P-](F)(F)(F)(F)F.CCN(C(C)C)C(C)C.